This data is from Full USPTO retrosynthesis dataset with 1.9M reactions from patents (1976-2016). The task is: Predict the reactants needed to synthesize the given product. Given the product [C:8]([C:6]1[CH:5]=[CH:4][N+:3]([O-:12])=[C:2]([CH3:1])[CH:7]=1)([CH3:11])([CH3:10])[CH3:9], predict the reactants needed to synthesize it. The reactants are: [CH3:1][C:2]1[CH:7]=[C:6]([C:8]([CH3:11])([CH3:10])[CH3:9])[CH:5]=[CH:4][N:3]=1.[OH:12]O.